This data is from NCI-60 drug combinations with 297,098 pairs across 59 cell lines. The task is: Regression. Given two drug SMILES strings and cell line genomic features, predict the synergy score measuring deviation from expected non-interaction effect. (1) Synergy scores: CSS=-4.58, Synergy_ZIP=-3.89, Synergy_Bliss=-10.9, Synergy_Loewe=-10.6, Synergy_HSA=-10.3. Cell line: UACC62. Drug 2: CC12CCC3C(C1CCC2OP(=O)(O)O)CCC4=C3C=CC(=C4)OC(=O)N(CCCl)CCCl.[Na+]. Drug 1: CN(C)N=NC1=C(NC=N1)C(=O)N. (2) Drug 1: CC(C1=C(C=CC(=C1Cl)F)Cl)OC2=C(N=CC(=C2)C3=CN(N=C3)C4CCNCC4)N. Drug 2: CC1=C(N=C(N=C1N)C(CC(=O)N)NCC(C(=O)N)N)C(=O)NC(C(C2=CN=CN2)OC3C(C(C(C(O3)CO)O)O)OC4C(C(C(C(O4)CO)O)OC(=O)N)O)C(=O)NC(C)C(C(C)C(=O)NC(C(C)O)C(=O)NCCC5=NC(=CS5)C6=NC(=CS6)C(=O)NCCC[S+](C)C)O. Cell line: MALME-3M. Synergy scores: CSS=-0.329, Synergy_ZIP=-3.35, Synergy_Bliss=-6.36, Synergy_Loewe=-6.28, Synergy_HSA=-6.19. (3) Drug 1: CC1=CC2C(CCC3(C2CCC3(C(=O)C)OC(=O)C)C)C4(C1=CC(=O)CC4)C. Drug 2: C(=O)(N)NO. Cell line: EKVX. Synergy scores: CSS=-2.97, Synergy_ZIP=-1.00, Synergy_Bliss=-3.56, Synergy_Loewe=-7.15, Synergy_HSA=-6.29. (4) Drug 1: C1CN1P(=S)(N2CC2)N3CC3. Drug 2: C(CC(=O)O)C(=O)CN.Cl. Cell line: TK-10. Synergy scores: CSS=9.81, Synergy_ZIP=-3.12, Synergy_Bliss=-1.17, Synergy_Loewe=-0.495, Synergy_HSA=0.346.